The task is: Regression. Given two drug SMILES strings and cell line genomic features, predict the synergy score measuring deviation from expected non-interaction effect.. This data is from NCI-60 drug combinations with 297,098 pairs across 59 cell lines. (1) Drug 1: CC12CCC3C(C1CCC2=O)CC(=C)C4=CC(=O)C=CC34C. Drug 2: CC1=C2C(C(=O)C3(C(CC4C(C3C(C(C2(C)C)(CC1OC(=O)C(C(C5=CC=CC=C5)NC(=O)OC(C)(C)C)O)O)OC(=O)C6=CC=CC=C6)(CO4)OC(=O)C)O)C)O. Synergy scores: CSS=52.0, Synergy_ZIP=-1.22, Synergy_Bliss=1.69, Synergy_Loewe=-12.0, Synergy_HSA=4.00. Cell line: M14. (2) Drug 1: C1CCN(CC1)CCOC2=CC=C(C=C2)C(=O)C3=C(SC4=C3C=CC(=C4)O)C5=CC=C(C=C5)O. Drug 2: COC1=C2C(=CC3=C1OC=C3)C=CC(=O)O2. Cell line: OVCAR-8. Synergy scores: CSS=-5.25, Synergy_ZIP=1.67, Synergy_Bliss=-0.187, Synergy_Loewe=-1.46, Synergy_HSA=-1.88. (3) Drug 1: CCCS(=O)(=O)NC1=C(C(=C(C=C1)F)C(=O)C2=CNC3=C2C=C(C=N3)C4=CC=C(C=C4)Cl)F. Drug 2: CC1=C2C(C(=O)C3(C(CC4C(C3C(C(C2(C)C)(CC1OC(=O)C(C(C5=CC=CC=C5)NC(=O)OC(C)(C)C)O)O)OC(=O)C6=CC=CC=C6)(CO4)OC(=O)C)OC)C)OC. Cell line: OVCAR-4. Synergy scores: CSS=36.5, Synergy_ZIP=10.3, Synergy_Bliss=11.1, Synergy_Loewe=-35.7, Synergy_HSA=9.23. (4) Drug 1: COC1=C(C=C2C(=C1)N=CN=C2NC3=CC(=C(C=C3)F)Cl)OCCCN4CCOCC4. Drug 2: C1C(C(OC1N2C=NC3=C(N=C(N=C32)Cl)N)CO)O. Cell line: IGROV1. Synergy scores: CSS=55.3, Synergy_ZIP=8.17, Synergy_Bliss=9.84, Synergy_Loewe=6.97, Synergy_HSA=9.73. (5) Drug 1: CC1C(C(=O)NC(C(=O)N2CCCC2C(=O)N(CC(=O)N(C(C(=O)O1)C(C)C)C)C)C(C)C)NC(=O)C3=C4C(=C(C=C3)C)OC5=C(C(=O)C(=C(C5=N4)C(=O)NC6C(OC(=O)C(N(C(=O)CN(C(=O)C7CCCN7C(=O)C(NC6=O)C(C)C)C)C)C(C)C)C)N)C. Drug 2: C1=NNC2=C1C(=O)NC=N2. Cell line: MDA-MB-231. Synergy scores: CSS=20.7, Synergy_ZIP=-4.40, Synergy_Bliss=2.75, Synergy_Loewe=-53.5, Synergy_HSA=1.50.